This data is from Forward reaction prediction with 1.9M reactions from USPTO patents (1976-2016). The task is: Predict the product of the given reaction. (1) Given the reactants [C:1]([O:5][C:6]([N:8]([CH3:34])[C:9]1[N:14]=[C:13]([CH2:15][CH2:16][O:17][C:18]2[N:23]=[CH:22][C:21]([CH2:24][C@@H:25]([C:27]([O:29][C:30]([CH3:33])([CH3:32])[CH3:31])=[O:28])[NH2:26])=[CH:20][CH:19]=2)[CH:12]=[CH:11][CH:10]=1)=[O:7])([CH3:4])([CH3:3])[CH3:2].[Cl:35][C:36]1[CH:44]=[CH:43][CH:42]=[C:41]([Cl:45])[C:37]=1[C:38](Cl)=[O:39], predict the reaction product. The product is: [C:1]([O:5][C:6]([N:8]([CH3:34])[C:9]1[N:14]=[C:13]([CH2:15][CH2:16][O:17][C:18]2[N:23]=[CH:22][C:21]([CH2:24][C@@H:25]([C:27]([O:29][C:30]([CH3:33])([CH3:32])[CH3:31])=[O:28])[NH:26][C:38]([C:37]3[C:36]([Cl:35])=[CH:44][CH:43]=[CH:42][C:41]=3[Cl:45])=[O:39])=[CH:20][CH:19]=2)[CH:12]=[CH:11][CH:10]=1)=[O:7])([CH3:2])([CH3:4])[CH3:3]. (2) Given the reactants C(N(CC)CC)C.[CH3:8][O:9][C:10](=[O:25])[CH2:11][C:12]1[C:21]([CH3:22])=[C:20]([OH:23])[C:19]2[C:14](=[CH:15][CH:16]=[C:17]([Cl:24])[CH:18]=2)[CH:13]=1.[F:26][C:27]([F:40])([F:39])[S:28](O[S:28]([C:27]([F:40])([F:39])[F:26])(=[O:30])=[O:29])(=[O:30])=[O:29].C(OCC)(=O)C.CCCCCC, predict the reaction product. The product is: [CH3:8][O:9][C:10](=[O:25])[CH2:11][C:12]1[C:21]([CH3:22])=[C:20]([O:23][S:28]([C:27]([F:40])([F:39])[F:26])(=[O:30])=[O:29])[C:19]2[C:14](=[CH:15][CH:16]=[C:17]([Cl:24])[CH:18]=2)[CH:13]=1. (3) Given the reactants [Cl:1][C:2]1[C:7]([O:8][CH3:9])=[CH:6][C:5]([O:10][CH3:11])=[C:4]([Cl:12])[C:3]=1[C:13]1[C:25](=[O:26])[N:24]([CH2:27][CH2:28][O:29][CH:30]2[CH2:35][CH2:34][NH:33][CH2:32][CH2:31]2)[C:16]2[N:17]=[C:18]([NH:21][CH2:22][CH3:23])[N:19]=[CH:20][C:15]=2[CH:14]=1.[C:36](Cl)(=[O:39])[CH:37]=[CH2:38], predict the reaction product. The product is: [C:36]([N:33]1[CH2:32][CH2:31][CH:30]([O:29][CH2:28][CH2:27][N:24]2[C:16]3[N:17]=[C:18]([NH:21][CH2:22][CH3:23])[N:19]=[CH:20][C:15]=3[CH:14]=[C:13]([C:3]3[C:2]([Cl:1])=[C:7]([O:8][CH3:9])[CH:6]=[C:5]([O:10][CH3:11])[C:4]=3[Cl:12])[C:25]2=[O:26])[CH2:35][CH2:34]1)(=[O:39])[CH:37]=[CH2:38].